Dataset: Full USPTO retrosynthesis dataset with 1.9M reactions from patents (1976-2016). Task: Predict the reactants needed to synthesize the given product. Given the product [NH2:44][C:39]1[C:38]2[C:42](=[C:34]([C:33]3[C:28]([C@@H:18]([NH:17][C:15](=[O:16])[CH2:14][N:7]4[C:6]5[C:2]([F:57])([F:1])[C@@H:3]6[CH2:56][C@@H:4]6[C:5]=5[C:9]([C:10]([F:11])([F:13])[F:12])=[N:8]4)[CH2:19][C:20]4[CH:21]=[C:22]([F:27])[CH:23]=[C:24]([F:26])[CH:25]=4)=[N:29][C:30]([C:49]#[C:50][C:51]4([OH:55])[CH2:54][CH2:53][CH2:52]4)=[CH:31][CH:32]=3)[CH:35]=[CH:36][CH:37]=2)[N:41]([CH3:43])[N:40]=1, predict the reactants needed to synthesize it. The reactants are: [F:1][C:2]1([F:57])[C:6]2[N:7]([CH2:14][C:15]([NH:17][C@H:18]([C:28]3[C:33]([C:34]4[CH:35]=[CH:36][CH:37]=[C:38]5[C:42]=4[N:41]([CH3:43])[N:40]=[C:39]5[NH:44]S(C)(=O)=O)=[CH:32][CH:31]=[C:30]([C:49]#[C:50][C:51]4([OH:55])[CH2:54][CH2:53][CH2:52]4)[N:29]=3)[CH2:19][C:20]3[CH:25]=[C:24]([F:26])[CH:23]=[C:22]([F:27])[CH:21]=3)=[O:16])[N:8]=[C:9]([C:10]([F:13])([F:12])[F:11])[C:5]=2[C@H:4]2[CH2:56][C@@H:3]12.CN1C2C(=CC=CC=2B2OC(C)(C)C(C)(C)O2)C(N)=N1.